This data is from Forward reaction prediction with 1.9M reactions from USPTO patents (1976-2016). The task is: Predict the product of the given reaction. (1) Given the reactants [C:1]1([S:7]([OH:10])(=[O:9])=O)[CH:6]=[CH:5][CH:4]=[CH:3][CH:2]=1.[Cl-].[Cl-].[Ca+2].[F:14][C:15]1[CH:40]=[CH:39][C:18]([O:19][CH2:20][CH:21]2[CH2:25][CH2:24][CH:23](C#CCCOC(C3CCCCO3)=O)[O:22]2)=[CH:17][CH:16]=1, predict the reaction product. The product is: [C:1]1([S:7]([CH:23]2[O:22][CH:21]([CH2:20][O:19][C:18]3[CH:17]=[CH:16][C:15]([F:14])=[CH:40][CH:39]=3)[CH2:25][CH2:24]2)(=[O:9])=[O:10])[CH:2]=[CH:3][CH:4]=[CH:5][CH:6]=1. (2) Given the reactants [O:1]1[C:6]2[CH:7]=[CH:8][C:9](B(O)O)=[CH:10][C:5]=2[O:4][CH2:3][CH2:2]1.O.[C:15]([OH:19])(=[O:18])[CH:16]=O.[CH3:20][N:21]1[CH2:26][CH2:25][NH:24][CH2:23][CH2:22]1.CCOCC, predict the reaction product. The product is: [O:1]1[C:6]2[CH:7]=[CH:8][C:9]([CH:16]([N:24]3[CH2:25][CH2:26][N:21]([CH3:20])[CH2:22][CH2:23]3)[C:15]([OH:19])=[O:18])=[CH:10][C:5]=2[O:4][CH2:3][CH2:2]1.